From a dataset of Forward reaction prediction with 1.9M reactions from USPTO patents (1976-2016). Predict the product of the given reaction. (1) Given the reactants [CH:1]1([NH:5][C:6]([C@@H:8]2[CH2:12][CH2:11][CH2:10][N:9]2[C:13](=[O:30])[CH2:14][O:15][C:16]2[N:20]([C:21]3[CH:26]=[CH:25][CH:24]=[CH:23][CH:22]=3)[N:19]=[C:18]([C:27](O)=[O:28])[CH:17]=2)=[O:7])[CH2:4][CH2:3][CH2:2]1.C1C=CC2N(O)N=NC=2C=1.CCN(C(C)C)C(C)C.[NH2:50][C@@H:51]([C:53]([O:55][C:56]([CH3:59])([CH3:58])[CH3:57])=[O:54])[CH3:52].Cl, predict the reaction product. The product is: [C:56]([O:55][C:53](=[O:54])[C@H:51]([NH:50][C:27]([C:18]1[CH:17]=[C:16]([O:15][CH2:14][C:13]([N:9]2[CH2:10][CH2:11][CH2:12][C@H:8]2[C:6](=[O:7])[NH:5][CH:1]2[CH2:4][CH2:3][CH2:2]2)=[O:30])[N:20]([C:21]2[CH:22]=[CH:23][CH:24]=[CH:25][CH:26]=2)[N:19]=1)=[O:28])[CH3:52])([CH3:59])([CH3:58])[CH3:57]. (2) Given the reactants [Cl:1][C:2]1[N:11]=[C:10](Cl)[C:9]2[C:4](=[CH:5][CH:6]=[CH:7][CH:8]=2)[N:3]=1.[CH2:13]([NH2:20])[C:14]1[CH:19]=[CH:18][CH:17]=[CH:16][CH:15]=1.[CH3:21][C:22]1[CH:26]=[C:25]([CH3:27])[NH:24][N:23]=1, predict the reaction product. The product is: [ClH:1].[CH2:13]([NH:20][C:10]1[C:9]2[C:4](=[CH:5][CH:6]=[CH:7][CH:8]=2)[N:3]=[C:2]([N:23]2[C:22]([CH3:21])=[CH:26][C:25]([CH3:27])=[N:24]2)[N:11]=1)[C:14]1[CH:19]=[CH:18][CH:17]=[CH:16][CH:15]=1.